Task: Predict the reactants needed to synthesize the given product.. Dataset: Full USPTO retrosynthesis dataset with 1.9M reactions from patents (1976-2016) Given the product [F:49][C:46]1([F:50])[CH2:47][CH2:48][CH:43]([N:15]2[C:16]3[CH2:21][CH2:20][N:19]([C:22](=[O:24])[CH3:23])[CH2:18][C:17]=3[C:13]([N:10]3[C:11]4[C:6](=[CH:5][C:4]([C:25]5[CH:26]=[N:27][N:28]([CH3:30])[CH:29]=5)=[C:3]([CH:2]([F:1])[F:31])[CH:12]=4)[CH2:7][CH2:8][CH2:9]3)=[N:14]2)[CH2:44][CH2:45]1, predict the reactants needed to synthesize it. The reactants are: [F:1][CH:2]([F:31])[C:3]1[CH:12]=[C:11]2[C:6]([CH2:7][CH2:8][CH2:9][N:10]2[C:13]2[C:17]3[CH2:18][N:19]([C:22](=[O:24])[CH3:23])[CH2:20][CH2:21][C:16]=3[NH:15][N:14]=2)=[CH:5][C:4]=1[C:25]1[CH:26]=[N:27][N:28]([CH3:30])[CH:29]=1.C([O-])([O-])=O.[Cs+].[Cs+].CS(O[CH:43]1[CH2:48][CH2:47][C:46]([F:50])([F:49])[CH2:45][CH2:44]1)(=O)=O.